From a dataset of Reaction yield outcomes from USPTO patents with 853,638 reactions. Predict the reaction yield, written as a fraction of the theoretical maximum amount of product (1.0 means a 100% yield; for example, 0.34 means a 34% yield). The reactants are Br[C:2]1[C:7]([F:8])=[CH:6][C:5]([CH2:9][N:10]2[C@@H:15]([CH3:16])[CH2:14][CH2:13][CH:12]([C:17]3[CH:22]=[CH:21][CH:20]=[CH:19][CH:18]=3)[S:11]2(=[O:24])=[O:23])=[C:4]([F:25])[CH:3]=1.Cl.[N:27]1[N:28]=[CH:29][N:30]([CH:32]2[C@H:37]3[C@@H:33]2[CH2:34][NH:35][CH2:36]3)[CH:31]=1.C1(P(C2CCCCC2)C2C=CC=CC=2C2C(OC(C)C)=CC=CC=2OC(C)C)CCCCC1.C(=O)([O-])[O-].[Cs+].[Cs+]. The catalyst is C([O-])(=O)C.[Pd+2].C([O-])(=O)C. The product is [F:25][C:4]1[CH:3]=[C:2]([N:35]2[CH2:34][C@H:33]3[C@H:37]([CH:32]3[N:30]3[CH:31]=[N:27][N:28]=[CH:29]3)[CH2:36]2)[C:7]([F:8])=[CH:6][C:5]=1[CH2:9][N:10]1[C@@H:15]([CH3:16])[CH2:14][CH2:13][CH:12]([C:17]2[CH:22]=[CH:21][CH:20]=[CH:19][CH:18]=2)[S:11]1(=[O:24])=[O:23]. The yield is 0.560.